From a dataset of Forward reaction prediction with 1.9M reactions from USPTO patents (1976-2016). Predict the product of the given reaction. (1) Given the reactants [Cl:1][C:2]1[CH:9]=[C:8](F)[CH:7]=[CH:6][C:3]=1[C:4]#[N:5].[SH:11][CH2:12][CH:13]([OH:15])[CH3:14], predict the reaction product. The product is: [Cl:1][C:2]1[CH:9]=[C:8]([S:11][CH2:12][CH:13]([OH:15])[CH3:14])[CH:7]=[CH:6][C:3]=1[C:4]#[N:5]. (2) Given the reactants [NH2:1][C:2]1[S:6][N:5]=[C:4]([CH3:7])[C:3]=1[C:8]([NH:10][C:11]1[CH:12]=[N:13][C:14]([O:17][CH3:18])=[CH:15][CH:16]=1)=[O:9].Cl[C:20]1[CH:29]=[N:28][C:27]2[C:22](=[C:23]([CH3:30])[CH:24]=[CH:25][CH:26]=2)[N:21]=1.C(=O)([O-])[O-].[Cs+].[Cs+].CC1(C)C2C(=C(P(C3C=CC=CC=3)C3C=CC=CC=3)C=CC=2)OC2C(P(C3C=CC=CC=3)C3C=CC=CC=3)=CC=CC1=2, predict the reaction product. The product is: [CH3:18][O:17][C:14]1[N:13]=[CH:12][C:11]([NH:10][C:8]([C:3]2[C:4]([CH3:7])=[N:5][S:6][C:2]=2[NH:1][C:20]2[CH:29]=[N:28][C:27]3[C:22](=[C:23]([CH3:30])[CH:24]=[CH:25][CH:26]=3)[N:21]=2)=[O:9])=[CH:16][CH:15]=1. (3) Given the reactants [I:1][C:2]1[CH:7]=[CH:6][CH:5]=[CH:4][C:3]=1[OH:8].C(=O)([O-])[O-].[K+].[K+].[CH2:15](Br)[C:16]1[CH:21]=[CH:20][CH:19]=[CH:18][CH:17]=1.CCCCCCC.CCOC(C)=O, predict the reaction product. The product is: [CH2:15]([O:8][C:3]1[CH:4]=[CH:5][CH:6]=[CH:7][C:2]=1[I:1])[C:16]1[CH:21]=[CH:20][CH:19]=[CH:18][CH:17]=1. (4) Given the reactants [CH3:1][C:2]([C:4]1[CH:9]=[CH:8][CH:7]=[C:6]([Br:10])[CH:5]=1)=O.C[Si]([N:15]=[C:16]=[N:17][Si](C)(C)C)(C)C, predict the reaction product. The product is: [Br:10][C:6]1[CH:5]=[C:4]([C:2](=[N:17][C:16]#[N:15])[CH3:1])[CH:9]=[CH:8][CH:7]=1. (5) Given the reactants C([O:3][C:4](=[O:38])[CH2:5][CH2:6][NH:7][C:8]([C:10]1[N:15]=[CH:14][C:13]([NH:16][CH:17]([C:22]2[CH:27]=[CH:26][C:25]([C:28]3[CH:33]=[CH:32][C:31]([C:34]([F:37])([F:36])[F:35])=[CH:30][CH:29]=3)=[CH:24][CH:23]=2)[CH2:18][CH:19]([CH3:21])[CH3:20])=[CH:12][N:11]=1)=[O:9])C.[OH-].[Na+].Cl, predict the reaction product. The product is: [CH3:20][CH:19]([CH3:21])[CH2:18][CH:17]([NH:16][C:13]1[CH:12]=[N:11][C:10]([C:8]([NH:7][CH2:6][CH2:5][C:4]([OH:38])=[O:3])=[O:9])=[N:15][CH:14]=1)[C:22]1[CH:27]=[CH:26][C:25]([C:28]2[CH:29]=[CH:30][C:31]([C:34]([F:36])([F:35])[F:37])=[CH:32][CH:33]=2)=[CH:24][CH:23]=1.